Dataset: Forward reaction prediction with 1.9M reactions from USPTO patents (1976-2016). Task: Predict the product of the given reaction. Given the reactants [F:1][C:2]1[CH:3]=[CH:4][C:5]([O:42][CH3:43])=[C:6]([C:8]2[CH:13]=[CH:12][N:11]=[C:10]3[N:14]([S:32]([C:35]4[CH:41]=[CH:40][C:38]([CH3:39])=[CH:37][CH:36]=4)(=[O:34])=[O:33])[C:15]([C:17]4([OH:31])[CH2:30][C:19]5([CH2:22][N:21](C(OC(C)(C)C)=O)[CH2:20]5)[CH2:18]4)=[CH:16][C:9]=23)[CH:7]=1.FC(F)(F)C(O)=O, predict the reaction product. The product is: [F:1][C:2]1[CH:3]=[CH:4][C:5]([O:42][CH3:43])=[C:6]([C:8]2[CH:13]=[CH:12][N:11]=[C:10]3[N:14]([S:32]([C:35]4[CH:41]=[CH:40][C:38]([CH3:39])=[CH:37][CH:36]=4)(=[O:34])=[O:33])[C:15]([C:17]4([OH:31])[CH2:18][C:19]5([CH2:20][NH:21][CH2:22]5)[CH2:30]4)=[CH:16][C:9]=23)[CH:7]=1.